Dataset: Forward reaction prediction with 1.9M reactions from USPTO patents (1976-2016). Task: Predict the product of the given reaction. (1) The product is: [OH:1][C@H:2]([CH3:6])[C:3]([NH:5][C:10]1[CH:11]=[CH:12][C:13]2[N:14]([C:16]([C:19]3[O:27][C:26]4[CH:25]=[CH:24][N:23]=[C:22]([O:28][CH3:29])[C:21]=4[CH:20]=3)=[CH:17][N:18]=2)[N:15]=1)=[O:4]. Given the reactants [OH:1][C@H:2]([CH3:6])[C:3]([NH2:5])=[O:4].[H-].[Na+].Cl[C:10]1[CH:11]=[CH:12][C:13]2[N:14]([C:16]([C:19]3[O:27][C:26]4[CH:25]=[CH:24][N:23]=[C:22]([O:28][CH3:29])[C:21]=4[CH:20]=3)=[CH:17][N:18]=2)[N:15]=1, predict the reaction product. (2) The product is: [F:1][C:2]1[CH:10]=[CH:9][C:5]([C:6]([NH:11][C:12]2[S:16][C:15]([NH:17][C:18]3[CH:19]=[C:20]4[C:25](=[CH:26][CH:27]=3)[N:24]=[CH:23][CH:22]=[CH:21]4)=[N:14][C:13]=2[C:28]([NH2:30])=[O:29])=[O:7])=[CH:4][CH:3]=1. Given the reactants [F:1][C:2]1[CH:10]=[CH:9][C:5]([C:6](Cl)=[O:7])=[CH:4][CH:3]=1.[NH2:11][C:12]1[S:16][C:15]([NH:17][C:18]2[CH:19]=[C:20]3[C:25](=[CH:26][CH:27]=2)[N:24]=[CH:23][CH:22]=[CH:21]3)=[N:14][C:13]=1[C:28]([NH2:30])=[O:29], predict the reaction product. (3) Given the reactants [F:1][C:2]([F:21])([F:20])[C:3]1[CH:4]=[C:5]([CH:17]=[CH:18][CH:19]=1)[CH2:6][N:7]1[C:15]2[CH:14]=[CH:13][CH:12]=[C:11]([NH2:16])[C:10]=2[CH:9]=[N:8]1.OS(O)(=O)=O.[Cl:27]N1C(=O)CCC1=O.C(=O)([O-])[O-].[Na+].[Na+], predict the reaction product. The product is: [Cl:27][C:12]1[CH:13]=[CH:14][C:15]2[N:7]([CH2:6][C:5]3[CH:17]=[CH:18][CH:19]=[C:3]([C:2]([F:1])([F:20])[F:21])[CH:4]=3)[N:8]=[CH:9][C:10]=2[C:11]=1[NH2:16]. (4) Given the reactants [CH3:1][O:2][C:3](=[O:22])[C@@H:4]([N:8]1[C:14](=[O:15])[CH2:13][CH2:12][N:11]([C:16]2[CH:21]=[CH:20][CH:19]=[CH:18][CH:17]=2)[CH2:10][CH2:9]1)[CH2:5][CH:6]=O.Cl.[CH2:24]1[C:26]2([CH2:31][CH2:30][NH:29][CH2:28][C@H:27]2[OH:32])[CH2:25]1, predict the reaction product. The product is: [CH3:1][O:2][C:3](=[O:22])[C@@H:4]([N:8]1[C:14](=[O:15])[CH2:13][CH2:12][N:11]([C:16]2[CH:21]=[CH:20][CH:19]=[CH:18][CH:17]=2)[CH2:10][CH2:9]1)[CH2:5][CH2:6][N:29]1[CH2:30][CH2:31][C:26]2([CH2:24][CH2:25]2)[C@H:27]([OH:32])[CH2:28]1. (5) Given the reactants [CH2:1]([O:3][C:4](=[O:18])[CH:5]([O:15][CH2:16][CH3:17])[CH2:6][C:7]1[CH:12]=[CH:11][C:10]([OH:13])=[CH:9][C:8]=1[CH3:14])[CH3:2].[CH3:19][C:20]1[N:21]=[C:22]([C:27]2[CH:32]=[CH:31][CH:30]=[CH:29][CH:28]=2)[S:23][C:24]=1[CH2:25]O.C1(P(C2C=CC=CC=2)C2C=CC=CC=2)C=CC=CC=1.N(C(OCC)=O)=NC(OCC)=O, predict the reaction product. The product is: [CH2:1]([O:3][C:4](=[O:18])[CH:5]([O:15][CH2:16][CH3:17])[CH2:6][C:7]1[CH:12]=[CH:11][C:10]([O:13][CH2:25][C:24]2[S:23][C:22]([C:27]3[CH:28]=[CH:29][CH:30]=[CH:31][CH:32]=3)=[N:21][C:20]=2[CH3:19])=[CH:9][C:8]=1[CH3:14])[CH3:2]. (6) Given the reactants Br[C:2]1[CH:10]=[CH:9][C:5]([C:6]([NH2:8])=[O:7])=[C:4]([F:11])[CH:3]=1.[B:12]1([B:12]2[O:16][C:15]([CH3:18])([CH3:17])[C:14]([CH3:20])([CH3:19])[O:13]2)[O:16][C:15]([CH3:18])([CH3:17])[C:14]([CH3:20])([CH3:19])[O:13]1.CC([O-])=O.[K+], predict the reaction product. The product is: [F:11][C:4]1[CH:3]=[C:2]([B:12]2[O:16][C:15]([CH3:18])([CH3:17])[C:14]([CH3:20])([CH3:19])[O:13]2)[CH:10]=[CH:9][C:5]=1[C:6]([NH2:8])=[O:7].